From a dataset of Catalyst prediction with 721,799 reactions and 888 catalyst types from USPTO. Predict which catalyst facilitates the given reaction. Reactant: [C:1]([O:5][C:6]([CH2:8][N:9]1[C:17]2[C:12](=[CH:13][CH:14]=[C:15]([O:18][CH3:19])[CH:16]=2)[C:11]([C:20]([OH:22])=O)=[CH:10]1)=[O:7])([CH3:4])([CH3:3])[CH3:2].[NH4+].[Cl-].C[N:26](C(ON1N=NC2C=CC=CC1=2)=[N+](C)C)C.F[P-](F)(F)(F)(F)F.CCN(C(C)C)C(C)C. Product: [C:1]([O:5][C:6](=[O:7])[CH2:8][N:9]1[C:17]2[C:12](=[CH:13][CH:14]=[C:15]([O:18][CH3:19])[CH:16]=2)[C:11]([C:20](=[O:22])[NH2:26])=[CH:10]1)([CH3:4])([CH3:3])[CH3:2]. The catalyst class is: 18.